The task is: Predict the reaction yield, written as a fraction of the theoretical maximum amount of product (1.0 means a 100% yield; for example, 0.34 means a 34% yield).. This data is from Reaction yield outcomes from USPTO patents with 853,638 reactions. (1) The reactants are [NH2:1][C:2]1[C:10]2[C:9]([C:11]3[CH:16]=[CH:15][CH:14]=[C:13]([NH:17][C:18]([NH:20][C:21]4[CH:26]=[CH:25][C:24]([C:27]([F:30])([F:29])[F:28])=[CH:23][CH:22]=4)=[O:19])[CH:12]=3)=[N:8][C:7](S(C)=O)=[N:6][C:5]=2[S:4][C:3]=1[C:34]([NH2:36])=[O:35].[NH2:37][C@H:38]([CH2:41][CH3:42])[CH2:39][OH:40]. The catalyst is CN(C=O)C.CCOC(C)=O. The product is [CH2:41]([C@@H:38]([NH:37][C:7]1[N:8]=[C:9]([C:11]2[CH:16]=[CH:15][CH:14]=[C:13]([NH:17][C:18]([NH:20][C:21]3[CH:22]=[CH:23][C:24]([C:27]([F:30])([F:29])[F:28])=[CH:25][CH:26]=3)=[O:19])[CH:12]=2)[C:10]2[C:2]([NH2:1])=[C:3]([C:34]([NH2:36])=[O:35])[S:4][C:5]=2[N:6]=1)[CH2:39][OH:40])[CH3:42]. The yield is 0.420. (2) The reactants are Br[C:2]1[CH:3]=[C:4]([OH:14])[CH:5]=[C:6]([C:8]2[CH:9]=[N:10][N:11]([CH3:13])[CH:12]=2)[CH:7]=1.B1(B2OC(C)(C)C(C)(C)O2)OC(C)(C)C(C)(C)O1.[C:33]([O-:36])(=O)C.[K+].I[C:39]1[N:44]=[CH:43][C:42]([C:45]2[CH:46]=[N:47][N:48]([CH:50]3[CH2:55][CH2:54][N:53](C(OC(C)(C)C)=O)[CH2:52][CH2:51]3)[CH:49]=2)=[CH:41][N:40]=1.C(=O)([O-])[O-].[K+].[K+]. The catalyst is O1CCOCC1.O.C1C=CC(P([C]2[CH][CH][CH][CH]2)C2C=CC=CC=2)=CC=1.C1C=CC(P([C]2[CH][CH][CH][CH]2)C2C=CC=CC=2)=CC=1.Cl[Pd]Cl.[Fe].Cl[Pd](Cl)([P](C1C=CC=CC=1)(C1C=CC=CC=1)C1C=CC=CC=1)[P](C1C=CC=CC=1)(C1C=CC=CC=1)C1C=CC=CC=1. The product is [CH:33]([O:14][C:4]1[CH:3]=[C:2]([C:39]2[N:40]=[CH:41][C:42]([C:45]3[CH:46]=[N:47][N:48]([CH:50]4[CH2:55][CH2:54][NH:53][CH2:52][CH2:51]4)[CH:49]=3)=[CH:43][N:44]=2)[CH:7]=[C:6]([C:8]2[CH:9]=[N:10][N:11]([CH3:13])[CH:12]=2)[CH:5]=1)=[O:36]. The yield is 0.0400. (3) The reactants are [H-].[Na+].[C:3]([C:5]1[CH:6]=[C:7]([CH2:11][C:12]([O:14][CH3:15])=[O:13])[CH:8]=[CH:9][CH:10]=1)#[N:4].O1CCC[CH2:17]1. No catalyst specified. The product is [C:3]([C:5]1[CH:6]=[C:7]([CH:11]([CH3:17])[C:12]([O:14][CH3:15])=[O:13])[CH:8]=[CH:9][CH:10]=1)#[N:4]. The yield is 0.480. (4) The reactants are I([O-])(=O)(=O)=[O:2].[Na+].[CH2:7]([N:14]1[C:19](=[O:20])[C:18]2=[C:21]([Cl:24])[CH:22]=[CH:23][N:17]2[N:16]=[C:15]1[CH:25]=CN(C)C)[C:8]1[CH:13]=[CH:12][CH:11]=[CH:10][CH:9]=1. The catalyst is C1COCC1. The product is [CH2:7]([N:14]1[C:19](=[O:20])[C:18]2=[C:21]([Cl:24])[CH:22]=[CH:23][N:17]2[N:16]=[C:15]1[CH:25]=[O:2])[C:8]1[CH:13]=[CH:12][CH:11]=[CH:10][CH:9]=1. The yield is 1.00. (5) The reactants are C(C1[CH:36]=[C:35]([CH3:37])[C:6]([C:7]([NH:9][CH2:10][CH2:11][C@H:12]([N:14]2[CH2:19][CH2:18][CH:17]([N:20]([CH2:27][C:28]3[CH:29]=[N:30][CH:31]=[CH:32][C:33]=3[CH3:34])[C:21]3[CH:26]=[CH:25][CH:24]=[CH:23][CH:22]=3)[CH2:16][CH2:15]2)[CH3:13])=[O:8])=[C:5]([CH3:38])[CH:4]=1)#N.[OH-:39].[Na+].[CH3:41][CH2:42][OH:43]. No catalyst specified. The product is [CH3:37][C:35]1[CH:36]=[C:41]([CH:4]=[C:5]([CH3:38])[C:6]=1[C:7]([NH:9][CH2:10][CH2:11][C@H:12]([N:14]1[CH2:19][CH2:18][CH:17]([N:20]([CH2:27][C:28]2[CH:29]=[N:30][CH:31]=[CH:32][C:33]=2[CH3:34])[C:21]2[CH:26]=[CH:25][CH:24]=[CH:23][CH:22]=2)[CH2:16][CH2:15]1)[CH3:13])=[O:8])[C:42]([OH:39])=[O:43]. The yield is 1.00. (6) The reactants are P(Cl)(Cl)([Cl:3])=O.[Cl:6][C:7]1[CH:16]=[C:15]2[C:10]([C:11](O)=[CH:12][CH:13]=[N:14]2)=[CH:9][CH:8]=1. No catalyst specified. The product is [Cl:3][C:11]1[C:10]2[C:15](=[CH:16][C:7]([Cl:6])=[CH:8][CH:9]=2)[N:14]=[CH:13][CH:12]=1. The yield is 0.885. (7) The reactants are [N+:1]([C:4]1[CH:5]=[C:6](B(O)O)[CH:7]=[CH:8][CH:9]=1)([O-:3])=[O:2].[F:13][C:14]1[CH:15]=[C:16]([CH:28]=[C:29]([C:31]([F:34])([F:33])[F:32])[CH:30]=1)[C:17]([NH:19][C:20]1[CH:25]=[CH:24][C:23]([CH3:26])=[C:22](I)[CH:21]=1)=[O:18].C(=O)([O-])[O-].[K+].[K+]. The catalyst is C1(C)C=CC=CC=1.C(O)C.O.C1C=CC([P]([Pd]([P](C2C=CC=CC=2)(C2C=CC=CC=2)C2C=CC=CC=2)([P](C2C=CC=CC=2)(C2C=CC=CC=2)C2C=CC=CC=2)[P](C2C=CC=CC=2)(C2C=CC=CC=2)C2C=CC=CC=2)(C2C=CC=CC=2)C2C=CC=CC=2)=CC=1. The product is [F:13][C:14]1[CH:15]=[C:16]([CH:28]=[C:29]([C:31]([F:32])([F:33])[F:34])[CH:30]=1)[C:17]([NH:19][C:20]1[CH:25]=[C:24]([C:6]2[CH:7]=[CH:8][CH:9]=[C:4]([N+:1]([O-:3])=[O:2])[CH:5]=2)[C:23]([CH3:26])=[CH:22][CH:21]=1)=[O:18]. The yield is 0.960. (8) The reactants are [CH3:1][C:2]1[C:7]([CH3:8])=[C:6](O)[C:5]([CH3:10])=[CH:4][C:3]=1[OH:11].[C:12](=[O:15])([O-])[O-].[K+].[K+].[CH3:18]CC(C)=O. No catalyst specified. The product is [CH3:18][O:11][C:3]1[CH:4]=[C:5]([CH3:10])[C:6]([O:15][CH3:12])=[C:7]([CH3:8])[C:2]=1[CH3:1]. The yield is 0.800.